This data is from Reaction yield outcomes from USPTO patents with 853,638 reactions. The task is: Predict the reaction yield, written as a fraction of the theoretical maximum amount of product (1.0 means a 100% yield; for example, 0.34 means a 34% yield). (1) The reactants are Br[C:2]1[CH:3]=[C:4]([NH:10][C:11]2[CH:15]=[CH:14][N:13]([CH2:16][CH2:17][O:18][Si:19]([C:22]([CH3:25])([CH3:24])[CH3:23])([CH3:21])[CH3:20])[N:12]=2)[C:5](=[O:9])[N:6]([CH3:8])[CH:7]=1.[C:26]([O:29][CH2:30][C:31]1[C:36](B2OC(C)(C)C(C)(C)O2)=[CH:35][CH:34]=[CH:33][C:32]=1[N:46]1[CH2:58][CH2:57][N:49]2[C:50]3[CH2:51][CH2:52][CH2:53][CH2:54][C:55]=3[CH:56]=[C:48]2[C:47]1=[O:59])(=[O:28])[CH3:27].C([O-])(=O)C.[Na+].[O-]P([O-])([O-])=O.[K+].[K+].[K+]. The catalyst is CC#N.C1C=CC(P(C2C=CC=CC=2)[C-]2C=CC=C2)=CC=1.C1C=CC(P(C2C=CC=CC=2)[C-]2C=CC=C2)=CC=1.Cl[Pd]Cl.[Fe+2].O. The product is [C:26]([O:29][CH2:30][C:31]1[C:32]([N:46]2[CH2:58][CH2:57][N:49]3[C:50]4[CH2:51][CH2:52][CH2:53][CH2:54][C:55]=4[CH:56]=[C:48]3[C:47]2=[O:59])=[CH:33][CH:34]=[CH:35][C:36]=1[C:2]1[CH:3]=[C:4]([NH:10][C:11]2[CH:15]=[CH:14][N:13]([CH2:16][CH2:17][O:18][Si:19]([C:22]([CH3:25])([CH3:24])[CH3:23])([CH3:21])[CH3:20])[N:12]=2)[C:5](=[O:9])[N:6]([CH3:8])[CH:7]=1)(=[O:28])[CH3:27]. The yield is 0.290. (2) The reactants are [Cl:1][C:2]1[CH:8]=[CH:7][C:6]([O:9][CH2:10][CH2:11][N:12]2[CH2:17][CH2:16][O:15][CH2:14][CH2:13]2)=[CH:5][C:3]=1[NH2:4].C([O-])([O-])=O.[K+].[K+].[C:24](Cl)(=[O:33])[CH:25]=[CH:26][C:27]1[CH:32]=[CH:31][CH:30]=[CH:29][CH:28]=1. The catalyst is CC(C)=O.O. The product is [Cl:1][C:2]1[CH:8]=[CH:7][C:6]([O:9][CH2:10][CH2:11][N:12]2[CH2:17][CH2:16][O:15][CH2:14][CH2:13]2)=[CH:5][C:3]=1[NH:4][C:24](=[O:33])[CH:25]=[CH:26][C:27]1[CH:32]=[CH:31][CH:30]=[CH:29][CH:28]=1. The yield is 0.600. (3) The reactants are [CH:1]1([CH2:6][C@H:7]([N:11]2[CH2:19][C:18]3[C:13](=[CH:14][CH:15]=[CH:16][C:17]=3[C:20]([F:23])([F:22])[F:21])[C:12]2=[O:24])[C:8](O)=[O:9])[CH2:5][CH2:4][CH2:3][CH2:2]1.C(Cl)(=O)C(Cl)=O.[C:31]([O:35][C:36](=[O:44])[CH2:37][N:38]1[CH:42]=[CH:41][C:40]([NH2:43])=[N:39]1)([CH3:34])([CH3:33])[CH3:32].N1C(C)=CC=CC=1C. The catalyst is C(Cl)Cl.CN(C)C=O. The product is [C:31]([O:35][C:36](=[O:44])[CH2:37][N:38]1[CH:42]=[CH:41][C:40]([NH:43][C:8](=[O:9])[C@@H:7]([N:11]2[CH2:19][C:18]3[C:13](=[CH:14][CH:15]=[CH:16][C:17]=3[C:20]([F:21])([F:22])[F:23])[C:12]2=[O:24])[CH2:6][CH:1]2[CH2:2][CH2:3][CH2:4][CH2:5]2)=[N:39]1)([CH3:34])([CH3:32])[CH3:33]. The yield is 1.00. (4) The reactants are Cl.[CH3:2][O:3][C:4]1[CH:5]=[C:6]([NH:16][C:17]2[N:18]=[CH:19][C:20]3[CH2:26][NH:25][CH2:24][CH:23]([C:27]4[CH:32]=[CH:31][CH:30]=[CH:29][CH:28]=4)[C:21]=3[N:22]=2)[CH:7]=[CH:8][C:9]=1[N:10]1[CH:14]=[C:13]([CH3:15])[N:12]=[CH:11]1.[CH2:33](N)[CH3:34].C(=O)C.C(O)(=O)C.C(O[BH-](OC(=O)C)OC(=O)C)(=O)C.[Na+]. The catalyst is O1CCCC1. The product is [CH2:33]([N:25]1[CH2:24][CH:23]([C:27]2[CH:32]=[CH:31][CH:30]=[CH:29][CH:28]=2)[C:21]2[N:22]=[C:17]([NH:16][C:6]3[CH:7]=[CH:8][C:9]([N:10]4[CH:14]=[C:13]([CH3:15])[N:12]=[CH:11]4)=[C:4]([O:3][CH3:2])[CH:5]=3)[N:18]=[CH:19][C:20]=2[CH2:26]1)[CH3:34]. The yield is 0.610. (5) The reactants are I[C:2]1[CH:3]=[CH:4][C:5]2[N:6]([CH:8]=[C:9]([NH:11][C:12]([CH:14]3[CH2:16][CH2:15]3)=[O:13])[N:10]=2)[N:7]=1.[NH2:17][C:18]1[CH:19]=[C:20]([OH:25])[CH:21]=[CH:22][C:23]=1[Br:24].C(=O)([O-])[O-].[K+].[K+].CN(C)C=O. The catalyst is O. The product is [NH2:17][C:18]1[CH:19]=[C:20]([CH:21]=[CH:22][C:23]=1[Br:24])[O:25][C:2]1[CH:3]=[CH:4][C:5]2[N:6]([CH:8]=[C:9]([NH:11][C:12]([CH:14]3[CH2:16][CH2:15]3)=[O:13])[N:10]=2)[N:7]=1. The yield is 0.480.